This data is from Full USPTO retrosynthesis dataset with 1.9M reactions from patents (1976-2016). The task is: Predict the reactants needed to synthesize the given product. (1) Given the product [Br:23][CH2:12][C:5]1[CH:4]=[C:3]([N+:13]([O-:15])=[O:14])[C:2]([Cl:1])=[CH:11][C:6]=1[C:7]([O:9][CH3:10])=[O:8], predict the reactants needed to synthesize it. The reactants are: [Cl:1][C:2]1[C:3]([N+:13]([O-:15])=[O:14])=[CH:4][C:5]([CH3:12])=[C:6]([CH:11]=1)[C:7]([O:9][CH3:10])=[O:8].C1C(=O)N([Br:23])C(=O)C1. (2) Given the product [C:1]([O:5][C:6](=[O:7])[NH:8][CH:9]1[CH2:10][CH2:11][CH:12]([C:15]([N:39]2[CH2:44][CH2:43][O:42][CH2:41][CH2:40]2)=[O:17])[CH2:13][CH2:14]1)([CH3:2])([CH3:3])[CH3:4], predict the reactants needed to synthesize it. The reactants are: [C:1]([O:5][C:6]([NH:8][CH:9]1[CH2:14][CH2:13][CH:12]([C:15]([OH:17])=O)[CH2:11][CH2:10]1)=[O:7])([CH3:4])([CH3:3])[CH3:2].CCN=C=NCCCN(C)C.C1C=CC2N(O)N=NC=2C=1.[NH:39]1[CH2:44][CH2:43][O:42][CH2:41][CH2:40]1. (3) Given the product [CH2:1]([N:8]1[C:16]2[C:11](=[CH:12][CH:13]=[C:14]([C:17]([NH:71][C:72]([CH3:76])([CH3:75])[CH2:73][OH:74])=[O:18])[CH:15]=2)[C:10]([C:20]([NH:21][CH2:22][C:23]2[CH:28]=[CH:27][C:26]([F:29])=[C:25]([F:30])[CH:24]=2)=[O:31])=[C:9]1[CH:32]([CH3:34])[CH3:33])[C:2]1[CH:3]=[CH:4][CH:5]=[CH:6][CH:7]=1, predict the reactants needed to synthesize it. The reactants are: [CH2:1]([N:8]1[C:16]2[C:11](=[CH:12][CH:13]=[C:14]([C:17](O)=[O:18])[CH:15]=2)[C:10]([C:20](=[O:31])[NH:21][CH2:22][C:23]2[CH:28]=[CH:27][C:26]([F:29])=[C:25]([F:30])[CH:24]=2)=[C:9]1[CH:32]([CH3:34])[CH3:33])[C:2]1[CH:7]=[CH:6][CH:5]=[CH:4][CH:3]=1.F[P-](F)(F)(F)(F)F.N1(O[P+](N(C)C)(N(C)C)N(C)C)C2C=CC=CC=2N=N1.CCN(C(C)C)C(C)C.[NH2:71][C:72]([CH3:76])([CH3:75])[CH2:73][OH:74]. (4) Given the product [ClH:37].[NH2:16][CH2:15][C:14]1[N:5]([CH2:1][CH:2]([CH3:4])[CH3:3])[C:6](=[O:36])[C:7]2[C:12]([C:13]=1[C:24]1[CH:25]=[CH:26][CH:27]=[CH:28][CH:29]=1)=[CH:11][C:10]([C:30]1[NH:34][C:33](=[O:35])[S:32][N:31]=1)=[CH:9][CH:8]=2, predict the reactants needed to synthesize it. The reactants are: [CH2:1]([N:5]1[C:14]([CH2:15][NH:16]C(=O)OC(C)(C)C)=[C:13]([C:24]2[CH:29]=[CH:28][CH:27]=[CH:26][CH:25]=2)[C:12]2[C:7](=[CH:8][CH:9]=[C:10]([C:30]3[NH:34][C:33](=[O:35])[S:32][N:31]=3)[CH:11]=2)[C:6]1=[O:36])[CH:2]([CH3:4])[CH3:3].[ClH:37]. (5) Given the product [Cl:8][C:9]1[C:10]([NH:31][C@H:32]2[C@H:37]3[CH2:38][C@H:34]([CH:35]=[CH:36]3)[C@H:33]2[C:39]([NH2:41])=[O:40])=[C:11]2[N:17]=[C:16]([C:18]3[CH:19]=[CH:20][CH:21]=[C:24]([N:25]([CH3:30])[CH3:26])[CH:23]=3)[NH:15][C:12]2=[N:13][CH:14]=1, predict the reactants needed to synthesize it. The reactants are: FC(F)(F)C(O)=O.[Cl:8][C:9]1[C:10]([NH:31][C@@H:32]2[C@@H:37]3[CH2:38][C@@H:34]([CH:35]=[CH:36]3)[C@@H:33]2[C:39]([NH2:41])=[O:40])=[C:11]2[N:17]=[C:16]([C:18]3[CH:23]=C[C:21]([CH2:24][N:25]4[CH2:30]COC[CH2:26]4)=[CH:20][CH:19]=3)[NH:15][C:12]2=[N:13][CH:14]=1.NC1C(N)=C(N[C@H]2[C@H]3C[C@H](C=C3)[C@H]2C(N)=O)C(Cl)=CN=1.CN(C)C1C=C(C=CC=1)C=O. (6) Given the product [CH3:1][O:2][C:3]1[CH:4]=[C:5]2[C:10](=[CH:11][CH:12]=1)[N:9]=[C:8]([CH:13]=[O:15])[CH:7]=[CH:6]2, predict the reactants needed to synthesize it. The reactants are: [CH3:1][O:2][C:3]1[CH:4]=[C:5]2[C:10](=[CH:11][CH:12]=1)[N:9]=[C:8]([CH3:13])[CH:7]=[CH:6]2.[Se](=O)=[O:15].